This data is from Full USPTO retrosynthesis dataset with 1.9M reactions from patents (1976-2016). The task is: Predict the reactants needed to synthesize the given product. (1) Given the product [Cl:38][C:35]1[CH:36]=[CH:37][C:32]([C:30]2[N:26]=[C:25]([CH:11]3[CH2:12][CH:13]([C:15]4[CH:20]=[CH:19][C:18]([C:21]([F:22])([F:23])[F:24])=[CH:17][CH:16]=4)[CH2:14][N:9]([C:7]([N:1]4[CH2:6][CH2:5][O:4][CH2:3][CH2:2]4)=[O:8])[CH2:10]3)[S:27][CH:29]=2)=[CH:33][CH:34]=1, predict the reactants needed to synthesize it. The reactants are: [N:1]1([C:7]([N:9]2[CH2:14][CH:13]([C:15]3[CH:20]=[CH:19][C:18]([C:21]([F:24])([F:23])[F:22])=[CH:17][CH:16]=3)[CH2:12][CH:11]([C:25](=[S:27])[NH2:26])[CH2:10]2)=[O:8])[CH2:6][CH2:5][O:4][CH2:3][CH2:2]1.Br[CH2:29][C:30]([C:32]1[CH:37]=[CH:36][C:35]([Cl:38])=[CH:34][CH:33]=1)=O. (2) Given the product [CH2:1]([O:8][C:9]([N:11]1[CH2:15][C@@H:14]([NH:16][C:17]([O:19][CH2:20][C:21]2[CH:26]=[CH:25][CH:24]=[CH:23][CH:22]=2)=[O:18])[CH2:13][C@H:12]1[CH2:27][NH:28][C:56]([O:55][C:51]([CH3:54])([CH3:53])[CH3:52])=[O:57])=[O:10])[C:2]1[CH:7]=[CH:6][CH:5]=[CH:4][CH:3]=1, predict the reactants needed to synthesize it. The reactants are: [CH2:1]([O:8][C:9]([N:11]1[CH2:15][C@@H:14]([NH:16][C:17]([O:19][CH2:20][C:21]2[CH:26]=[CH:25][CH:24]=[CH:23][CH:22]=2)=[O:18])[CH2:13][C@H:12]1[CH2:27][N:28]=[N+]=[N-])=[O:10])[C:2]1[CH:7]=[CH:6][CH:5]=[CH:4][CH:3]=1.C1(P(C2C=CC=CC=2)C2C=CC=CC=2)C=CC=CC=1.O.[C:51]([O:55][C:56](O[C:56]([O:55][C:51]([CH3:54])([CH3:53])[CH3:52])=[O:57])=[O:57])([CH3:54])([CH3:53])[CH3:52]. (3) Given the product [Cl:24][C:20]1[CH:19]=[C:18]([CH:23]=[CH:22][CH:21]=1)[CH2:17][O:8][C:7]1[C:2]([NH2:1])=[N:3][CH:4]=[CH:5][CH:6]=1, predict the reactants needed to synthesize it. The reactants are: [NH2:1][C:2]1[C:7]([OH:8])=[CH:6][CH:5]=[CH:4][N:3]=1.CN(C=O)C.[H-].[Na+].Br[CH2:17][C:18]1[CH:23]=[CH:22][CH:21]=[C:20]([Cl:24])[CH:19]=1. (4) Given the product [ClH:4].[ClH:4].[NH2:21][CH2:20][CH2:19][C:18]1[N:17]([CH2:29][CH2:30][CH3:31])[N:16]=[C:15]2[C:14]=1[C:13]1[CH:12]=[CH:11][CH:10]=[CH:9][C:8]=1[N:7]=[C:6]2[NH2:5], predict the reactants needed to synthesize it. The reactants are: C([Cl:4])(=O)C.[NH2:5][C:6]1[C:15]2=[N:16][N:17]([CH2:29][CH2:30][CH3:31])[C:18]([CH2:19][CH2:20][NH:21]C(=O)OC(C)(C)C)=[C:14]2[C:13]2[CH:12]=[CH:11][CH:10]=[CH:9][C:8]=2[N:7]=1. (5) Given the product [F:3][C:4]1[CH:5]=[CH:6][C:7]([C:10]2[CH:14]=[CH:13][N:12]([CH2:15][C@@H:16]([NH:18][C:25](=[O:26])[C:24]3[CH:28]=[C:20]([CH3:19])[CH:21]=[CH:22][C:23]=3[N:29]3[N:33]=[CH:32][CH:31]=[N:30]3)[CH3:17])[N:11]=2)=[N:8][CH:9]=1, predict the reactants needed to synthesize it. The reactants are: Cl.Cl.[F:3][C:4]1[CH:5]=[CH:6][C:7]([C:10]2[CH:14]=[CH:13][N:12]([CH2:15][C@@H:16]([NH2:18])[CH3:17])[N:11]=2)=[N:8][CH:9]=1.[CH3:19][C:20]1[CH:21]=[CH:22][C:23]([N:29]2[N:33]=[CH:32][CH:31]=[N:30]2)=[C:24]([CH:28]=1)[C:25](O)=[O:26].